This data is from NCI-60 drug combinations with 297,098 pairs across 59 cell lines. The task is: Regression. Given two drug SMILES strings and cell line genomic features, predict the synergy score measuring deviation from expected non-interaction effect. Drug 1: COC1=C(C=C2C(=C1)N=CN=C2NC3=CC(=C(C=C3)F)Cl)OCCCN4CCOCC4. Drug 2: C1=CC(=CC=C1C#N)C(C2=CC=C(C=C2)C#N)N3C=NC=N3. Cell line: DU-145. Synergy scores: CSS=32.7, Synergy_ZIP=0.256, Synergy_Bliss=0.106, Synergy_Loewe=-6.03, Synergy_HSA=0.770.